From a dataset of Forward reaction prediction with 1.9M reactions from USPTO patents (1976-2016). Predict the product of the given reaction. Given the reactants [CH:1]1[C:13]2[NH:12][C:11]3[C:6](=[CH:7][CH:8]=[CH:9][CH:10]=3)[C:5]=2[CH:4]=[CH:3][CH:2]=1.[H-].[Na+].Cl[C:17]([CH3:21])([CH3:20])[C:18]#[CH:19], predict the reaction product. The product is: [CH3:20][C:17]([N:12]1[C:11]2[CH:10]=[CH:9][CH:8]=[CH:7][C:6]=2[C:5]2[C:13]1=[CH:1][CH:2]=[CH:3][CH:4]=2)([C:18]#[CH:19])[CH3:21].